This data is from Reaction yield outcomes from USPTO patents with 853,638 reactions. The task is: Predict the reaction yield, written as a fraction of the theoretical maximum amount of product (1.0 means a 100% yield; for example, 0.34 means a 34% yield). (1) The reactants are [Cl:1][C:2]1[N:7]=[C:6](Cl)[C:5]([N+:9]([O-:11])=[O:10])=[CH:4][N:3]=1.[CH3:12][CH:13]1[CH2:18][CH2:17][NH:16][CH2:15][CH2:14]1. The catalyst is C1COCC1. The product is [Cl:1][C:2]1[N:7]=[C:6]([N:16]2[CH2:17][CH2:18][CH:13]([CH3:12])[CH2:14][CH2:15]2)[C:5]([N+:9]([O-:11])=[O:10])=[CH:4][N:3]=1. The yield is 0.400. (2) The reactants are [N:1]1([C:7]2([C:11]([O:13][CH2:14][CH3:15])=[O:12])[CH2:10][CH2:9]C2)[CH2:6][CH2:5][NH:4][CH2:3][CH2:2]1.C(N(CC)CC)C.[Cl:23][C:24]1[CH:29]=[CH:28][CH:27]=[CH:26][C:25]=1[S:30](Cl)(=[O:32])=[O:31].C([O-])(O)=O.[Na+]. The catalyst is C(Cl)Cl. The product is [Cl:23][C:24]1[CH:29]=[CH:28][CH:27]=[CH:26][C:25]=1[S:30]([N:4]1[CH2:3][CH2:2][N:1]([C:7]2([C:11]([O:13][CH2:14][CH3:15])=[O:12])[CH2:10][CH2:9]2)[CH2:6][CH2:5]1)(=[O:32])=[O:31]. The yield is 0.630. (3) The reactants are [Br:1][C:2]1[CH:7]=[CH:6][C:5]([C:8]2[CH2:9][CH2:10][C@@H:11]([C:13]([O:15][CH3:16])=[O:14])[N:12]=2)=[CH:4][CH:3]=1.C(O)(C(F)(F)F)=O. The catalyst is [Pt]. The product is [Br:1][C:2]1[CH:3]=[CH:4][C:5]([C@@H:8]2[NH:12][C@H:11]([C:13]([O:15][CH3:16])=[O:14])[CH2:10][CH2:9]2)=[CH:6][CH:7]=1. The yield is 0.790. (4) The reactants are Br[CH2:2][C:3]1[CH:8]=[CH:7][C:6]([CH2:9][Br:10])=[CH:5][CH:4]=1.C(=O)([O-])[O-].[K+].[K+].[C:17]([O:21][C:22]([N:24]1[CH2:37][CH2:36][CH2:35][NH:34][CH2:33][CH2:32][N:31]([C:38]([O:40][C:41]([CH3:44])([CH3:43])[CH3:42])=[O:39])[CH2:30][CH2:29][CH2:28][N:27]([C:45]([O:47][C:48]([CH3:51])([CH3:50])[CH3:49])=[O:46])[CH2:26][CH2:25]1)=[O:23])([CH3:20])([CH3:19])[CH3:18]. The catalyst is C(#N)C. The product is [Br:10][CH2:9][C:6]1[CH:7]=[CH:8][C:3]([CH2:2][N:34]2[CH2:35][CH2:36][CH2:37][N:24]([C:22]([O:21][C:17]([CH3:18])([CH3:19])[CH3:20])=[O:23])[CH2:25][CH2:26][N:27]([C:45]([O:47][C:48]([CH3:50])([CH3:49])[CH3:51])=[O:46])[CH2:28][CH2:29][CH2:30][N:31]([C:38]([O:40][C:41]([CH3:44])([CH3:43])[CH3:42])=[O:39])[CH2:32][CH2:33]2)=[CH:4][CH:5]=1. The yield is 0.900. (5) The reactants are [N+:1]([C:4]1[CH:9]=[CH:8][C:7]([NH:10][C:11]2[CH:16]=[CH:15][CH:14]=[CH:13][N:12]=2)=[CH:6][CH:5]=1)([O-])=O. The catalyst is C(OCC)(=O)C. The product is [N:12]1[CH:13]=[CH:14][CH:15]=[CH:16][C:11]=1[NH:10][C:7]1[CH:8]=[CH:9][C:4]([NH2:1])=[CH:5][CH:6]=1. The yield is 0.330. (6) The reactants are [CH3:1][N:2]1[C@@H:9]([C@H:10]([O:26][C@@H:27]2[O:31][C@H:30]([CH2:32][NH2:33])[C@@H:29]([OH:34])[C@H:28]2[OH:35])[C@H:11]2[O:15][C@@H:14]([N:16]3[C:22](=[O:23])[NH:21][C:19](=[O:20])[CH:18]=[CH:17]3)[C@H:13]([OH:24])[C@@H:12]2[OH:25])[C:7](=[O:8])[N:6]([CH3:36])[C@H:5]([C:37]([OH:39])=[O:38])[C@@H:4](O)[CH2:3]1. The catalyst is Cl. The product is [CH3:1][N:2]1[C@@H:9]([CH:10]([O:26][C@@H:27]2[O:31][C@H:30]([CH2:32][NH2:33])[C@@H:29]([OH:34])[C@H:28]2[OH:35])[C@H:11]2[O:15][C@@H:14]([N:16]3[C:22](=[O:23])[NH:21][C:19](=[O:20])[CH:18]=[CH:17]3)[C@H:13]([OH:24])[C@@H:12]2[OH:25])[C:7](=[O:8])[N:6]([CH3:36])[C:5]([C:37]([OH:39])=[O:38])=[CH:4][CH2:3]1. The yield is 0.200. (7) The reactants are [Si:1]([O:8][CH:9]([C:11]1[CH:12]=[CH:13][C:14]([C:17](=O)[CH:18]([CH3:42])[CH2:19][C:20](=O)[CH:21]([C:29]2[CH:34]=[CH:33][C:32]([S:35]([CH:38]3[CH2:40][CH2:39]3)(=[O:37])=[O:36])=[CH:31][CH:30]=2)[CH2:22][CH:23]2[CH2:28][CH2:27][O:26][CH2:25][CH2:24]2)=[N:15][CH:16]=1)[CH3:10])([C:4]([CH3:7])([CH3:6])[CH3:5])([CH3:3])[CH3:2].C([O-])(=O)C.[NH4+:48]. The catalyst is C(O)(=O)C.C(OCC)(=O)C. The product is [Si:1]([O:8][CH:9]([C:11]1[CH:12]=[CH:13][C:14]([C:17]2[NH:48][C:20]([CH:21]([C:29]3[CH:34]=[CH:33][C:32]([S:35]([CH:38]4[CH2:40][CH2:39]4)(=[O:37])=[O:36])=[CH:31][CH:30]=3)[CH2:22][CH:23]3[CH2:24][CH2:25][O:26][CH2:27][CH2:28]3)=[CH:19][C:18]=2[CH3:42])=[N:15][CH:16]=1)[CH3:10])([C:4]([CH3:5])([CH3:6])[CH3:7])([CH3:3])[CH3:2]. The yield is 0.740. (8) The reactants are [CH3:1][C:2]1[N:3]=[C:4]([NH:11][C:12](=[O:20])OC2C=CC=CC=2)[C:5]([O:9][CH3:10])=[N:6][C:7]=1[CH3:8].[CH3:21][C:22]1[C:27]([CH3:28])=[CH:26][C:25]([CH3:29])=[C:24]([CH3:30])[C:23]=1[N:31]1[CH2:36][CH2:35][NH:34][CH2:33][CH2:32]1. No catalyst specified. The product is [CH3:1][C:2]1[N:3]=[C:4]([NH:11][C:12]([N:34]2[CH2:35][CH2:36][N:31]([C:23]3[C:24]([CH3:30])=[C:25]([CH3:29])[CH:26]=[C:27]([CH3:28])[C:22]=3[CH3:21])[CH2:32][CH2:33]2)=[O:20])[C:5]([O:9][CH3:10])=[N:6][C:7]=1[CH3:8]. The yield is 0.655. (9) The reactants are [CH3:1][C:2]1[N:3]=[C:4]2[C:9]([NH:10][CH2:11][C:12]3[C:17]([CH3:18])=[CH:16][CH:15]=[CH:14][C:13]=3[CH3:19])=[C:8]([N+:20]([O-])=O)[CH:7]=[CH:6][N:5]2[C:23]=1[CH3:24]. The catalyst is [Ni].C(O)C. The product is [NH2:20][C:8]1[CH:7]=[CH:6][N:5]2[C:23]([CH3:24])=[C:2]([CH3:1])[N:3]=[C:4]2[C:9]=1[NH:10][CH2:11][C:12]1[C:17]([CH3:18])=[CH:16][CH:15]=[CH:14][C:13]=1[CH3:19]. The yield is 0.970.